Dataset: Full USPTO retrosynthesis dataset with 1.9M reactions from patents (1976-2016). Task: Predict the reactants needed to synthesize the given product. (1) Given the product [OH:1][CH2:2][CH2:3][N:4]([CH3:16])[C:5]1[N:10]=[CH:9][C:8]([CH:11]([CH3:15])[C:12]([NH:72][CH2:71][C:70]2[C:65]([N:62]3[CH2:63][CH2:64][CH:59]([CH3:58])[CH2:60][CH2:61]3)=[N:66][C:67]([C:73]([F:76])([F:74])[F:75])=[CH:68][CH:69]=2)=[O:14])=[CH:7][CH:6]=1, predict the reactants needed to synthesize it. The reactants are: [OH:1][CH2:2][CH2:3][N:4]([CH3:16])[C:5]1[N:10]=[CH:9][C:8]([CH:11]([CH3:15])[C:12]([OH:14])=O)=[CH:7][CH:6]=1.CCN(C(C)C)C(C)C.ON1C2C=CC=CC=2N=N1.CN(C(ON1N=NC2C=CC=CC1=2)=[N+](C)C)C.[B-](F)(F)(F)F.[CH3:58][CH:59]1[CH2:64][CH2:63][N:62]([C:65]2[C:70]([CH2:71][NH2:72])=[CH:69][CH:68]=[C:67]([C:73]([F:76])([F:75])[F:74])[N:66]=2)[CH2:61][CH2:60]1. (2) Given the product [OH:15][CH2:14][CH:2]1[CH2:3][CH2:4][CH2:5][CH2:6][CH2:7][CH2:8][CH2:9][CH2:10][CH2:11][CH2:12][C:1]1=[O:13], predict the reactants needed to synthesize it. The reactants are: [C:1]1(=[O:13])[CH2:12][CH2:11][CH2:10][CH2:9][CH2:8][CH2:7][CH2:6][CH2:5][CH2:4][CH2:3][CH2:2]1.[C:14](=O)([O-])[O-:15].[K+].[K+].C=O. (3) Given the product [K:1].[OH:9][C:10]1[C:11]([N:28]2[S:32](=[O:34])(=[O:33])[NH:31][C:30](=[O:35])[CH2:29]2)=[CH:12][C:13]2[C:18]([CH:19]=1)=[CH:17][C:16]([OH:20])=[CH:15][CH:14]=2, predict the reactants needed to synthesize it. The reactants are: [K:1].C([O:9][C:10]1[C:11]([N:28]2[S:32](=[O:34])(=[O:33])[NH:31][C:30](=[O:35])[CH2:29]2)=[CH:12][C:13]2[C:18]([CH:19]=1)=[CH:17][C:16]([O:20]CC1C=CC=CC=1)=[CH:15][CH:14]=2)C1C=CC=CC=1.N#N. (4) Given the product [Br:1][C:2]1[CH:3]=[CH:4][C:5]2[O:16][C:15]3([CH2:21][CH2:20][CH:19]([O:22][CH3:23])[CH2:18][CH2:17]3)[C:8]3([N:12]=[C:11]([NH2:24])[C:10]([CH3:14])=[N:9]3)[C:6]=2[CH:7]=1, predict the reactants needed to synthesize it. The reactants are: [Br:1][C:2]1[CH:3]=[CH:4][C:5]2[O:16][C:15]3([CH2:21][CH2:20][CH:19]([O:22][CH3:23])[CH2:18][CH2:17]3)[C:8]3([NH:12][C:11](=S)[C:10]([CH3:14])=[N:9]3)[C:6]=2[CH:7]=1.[NH3:24].CO. (5) Given the product [CH3:37][O:36][C:34](=[O:35])[C:33]1[CH:38]=[CH:39][CH:40]=[CH:41][C:32]=1[NH:29][C:30]([N:9]1[CH2:10][C@@H:11]([CH2:23][C:24]([CH3:25])([CH3:27])[CH3:26])[C@@:12]([C:15]2[CH:20]=[CH:19][C:18]([Cl:21])=[CH:17][C:16]=2[F:22])([C:13]#[N:14])[C@H:8]1[C:4]1[CH:5]=[CH:6][CH:7]=[C:2]([Cl:1])[C:3]=1[F:28])=[O:31], predict the reactants needed to synthesize it. The reactants are: [Cl:1][C:2]1[C:3]([F:28])=[C:4]([CH:8]2[C:12]([C:15]3[CH:20]=[CH:19][C:18]([Cl:21])=[CH:17][C:16]=3[F:22])([C:13]#[N:14])[CH:11]([CH2:23][C:24]([CH3:27])([CH3:26])[CH3:25])[CH2:10][NH:9]2)[CH:5]=[CH:6][CH:7]=1.[N:29]([C:32]1[CH:41]=[CH:40][CH:39]=[CH:38][C:33]=1[C:34]([O:36][CH3:37])=[O:35])=[C:30]=[O:31]. (6) Given the product [OH:1][C@:2]1([CH2:9][NH:10][C:11]([C:13]2[C:14]3[CH:15]=[CH:16][C:17]([N:39]4[CH2:40][CH2:41][CH:37]([CH2:36][CH2:35][OH:34])[CH2:38]4)=[N:18][C:19]=3[CH:20]=[CH:21][C:22]=2[Cl:23])=[O:12])[CH2:7][CH2:6][CH2:5][C@@H:4]([CH3:8])[CH2:3]1, predict the reactants needed to synthesize it. The reactants are: [OH:1][C@:2]1([CH2:9][NH:10][C:11]([C:13]2[C:14]3[CH:15]=[CH:16][C:17](Cl)=[N:18][C:19]=3[CH:20]=[CH:21][C:22]=2[Cl:23])=[O:12])[CH2:7][CH2:6][CH2:5][C@@H:4]([CH3:8])[CH2:3]1.CCN(C(C)C)C(C)C.[OH:34][CH2:35][CH2:36][CH:37]1[CH2:41][CH2:40][NH:39][CH2:38]1.